From a dataset of Reaction yield outcomes from USPTO patents with 853,638 reactions. Predict the reaction yield, written as a fraction of the theoretical maximum amount of product (1.0 means a 100% yield; for example, 0.34 means a 34% yield). (1) The reactants are [OH-].[K+].[N:3]1[CH:8]=[CH:7][CH:6]=[C:5]([OH:9])[C:4]=1[OH:10].[CH2:11](Br)[C:12]1[CH:17]=[CH:16][CH:15]=[CH:14][CH:13]=1. The catalyst is CO. The product is [CH2:11]([O:9][C:5]1[C:4]([OH:10])=[N:3][CH:8]=[CH:7][CH:6]=1)[C:12]1[CH:17]=[CH:16][CH:15]=[CH:14][CH:13]=1. The yield is 0.510. (2) The reactants are C([O:4][C@H:5]1[CH2:22][CH2:21][C@@:20]2([CH3:23])[C@@H:7]([CH2:8][CH2:9][C@:10]3([CH3:49])[C@@H:19]2[CH2:18][CH2:17][C@H:16]2[C@@:11]3([CH3:48])[CH2:12][CH2:13][C@@:14]3([C:31]([N:33]4[CH2:38][CH2:37][CH:36]([O:39][CH2:40][CH2:41][N:42]5[CH2:47][CH2:46][O:45][CH2:44][CH2:43]5)[CH2:35][CH2:34]4)=[O:32])[CH2:26][CH2:25][C@@H:24]([C:27]4([CH3:30])[CH2:29][CH2:28]4)[C@@H:15]32)[C:6]1([CH3:51])[CH3:50])(=O)C.CO. The catalyst is C1COCC1.ClCCl. The product is [OH:4][C@H:5]1[CH2:22][CH2:21][C@@:20]2([CH3:23])[C@@H:7]([CH2:8][CH2:9][C@:10]3([CH3:49])[C@@H:19]2[CH2:18][CH2:17][C@H:16]2[C@@:11]3([CH3:48])[CH2:12][CH2:13][C@@:14]3([C:31]([N:33]4[CH2:38][CH2:37][CH:36]([O:39][CH2:40][CH2:41][N:42]5[CH2:47][CH2:46][O:45][CH2:44][CH2:43]5)[CH2:35][CH2:34]4)=[O:32])[CH2:26][CH2:25][C@@H:24]([C:27]4([CH3:30])[CH2:28][CH2:29]4)[C@@H:15]32)[C:6]1([CH3:51])[CH3:50]. The yield is 0.964. (3) The reactants are C([N:8]1[CH2:13][CH2:12][N:11]([C:14]2[C:15]3[S:22][CH:21]=[CH:20][C:16]=3[N:17]([CH3:19])[N:18]=2)[CH2:10][CH2:9]1)C1C=CC=CC=1.ClC(OC(Cl)=O)C. The catalyst is C(Cl)Cl. The product is [CH3:19][N:17]1[C:16]2[CH:20]=[CH:21][S:22][C:15]=2[C:14]([N:11]2[CH2:10][CH2:9][NH:8][CH2:13][CH2:12]2)=[N:18]1. The yield is 0.800. (4) The reactants are [F:1][C:2]1[CH:7]=[CH:6][C:5]([CH2:8][NH:9][C:10](=[O:16])[O:11][C:12]([CH3:15])([CH3:14])[CH3:13])=[CH:4][C:3]=1[N+:17]([O-])=O. The catalyst is CO.[C].[Pd]. The product is [NH2:17][C:3]1[CH:4]=[C:5]([CH2:8][NH:9][C:10](=[O:16])[O:11][C:12]([CH3:14])([CH3:13])[CH3:15])[CH:6]=[CH:7][C:2]=1[F:1]. The yield is 0.990. (5) The reactants are [B]1OC2C(=CC=CC=2)O1.[CH2:10]([O:12][C:13]#[CH:14])[CH3:11].CCCCCC.Br[C:22]1[C:23]([NH:29][C:30]([CH3:33])([CH3:32])[CH3:31])=[N:24][C:25]([Cl:28])=[N:26][CH:27]=1.[OH-].[Na+]. The catalyst is C1COCC1.C1C=CC([P]([Pd]([P](C2C=CC=CC=2)(C2C=CC=CC=2)C2C=CC=CC=2)([P](C2C=CC=CC=2)(C2C=CC=CC=2)C2C=CC=CC=2)[P](C2C=CC=CC=2)(C2C=CC=CC=2)C2C=CC=CC=2)(C2C=CC=CC=2)C2C=CC=CC=2)=CC=1.CCOC(C)=O. The product is [C:30]([NH:29][C:23]1[C:22](/[CH:14]=[CH:13]/[O:12][CH2:10][CH3:11])=[CH:27][N:26]=[C:25]([Cl:28])[N:24]=1)([CH3:33])([CH3:31])[CH3:32]. The yield is 0.550.